Dataset: Forward reaction prediction with 1.9M reactions from USPTO patents (1976-2016). Task: Predict the product of the given reaction. (1) Given the reactants [Cl:1][C:2]1[C:7]([O:8][CH3:9])=[CH:6][CH:5]=[CH:4][C:3]=1[C:10](=[CH:16]N(C)C)[C:11](OCC)=[O:12].[NH2:20][C:21]([NH2:23])=[O:22].N[C@H](C(O)=O)CC1C=C2C(C=CC=C2)=CC=1.C[Si](Cl)(C)C.[OH-].[Na+], predict the reaction product. The product is: [Cl:1][C:2]1[C:7]([O:8][CH3:9])=[CH:6][CH:5]=[CH:4][C:3]=1[C:10]1[C:11](=[O:12])[NH:20][C:21](=[O:22])[NH:23][CH:16]=1. (2) Given the reactants [Br:1][C:2]1[N:7]=[C:6]([Cl:8])[C:5]([OH:9])=[CH:4][CH:3]=1.Br[CH2:11][CH2:12][OH:13], predict the reaction product. The product is: [Br:1][C:2]1[N:7]=[C:6]([Cl:8])[C:5]([O:9][CH2:11][CH2:12][OH:13])=[CH:4][CH:3]=1. (3) Given the reactants Br[C:2]1[CH:10]=[C:9]2[C:5]([C:6]3([CH2:13][CH2:12]3)[C:7](=[O:11])[NH:8]2)=[CH:4][CH:3]=1.[B:14]1([B:14]2[O:18][C:17]([CH3:20])([CH3:19])[C:16]([CH3:22])([CH3:21])[O:15]2)[O:18][C:17]([CH3:20])([CH3:19])[C:16]([CH3:22])([CH3:21])[O:15]1.C([O-])(=O)C.[K+], predict the reaction product. The product is: [CH3:21][C:16]1([CH3:22])[C:17]([CH3:20])([CH3:19])[O:18][B:14]([C:2]2[CH:10]=[C:9]3[C:5]([C:6]4([CH2:13][CH2:12]4)[C:7](=[O:11])[NH:8]3)=[CH:4][CH:3]=2)[O:15]1.